Dataset: Full USPTO retrosynthesis dataset with 1.9M reactions from patents (1976-2016). Task: Predict the reactants needed to synthesize the given product. (1) Given the product [CH2:30]([O:17][C:5]1[C:6]([CH:8]([C:11]2[CH:16]=[CH:15][CH:14]=[CH:13][CH:12]=2)[CH:9]=[CH2:10])=[CH:7][C:2]([Br:1])=[CH:3][C:4]=1[N+:18]([O-:20])=[O:19])[CH:29]=[CH2:28], predict the reactants needed to synthesize it. The reactants are: [Br:1][C:2]1[CH:7]=[C:6]([CH:8]([C:11]2[CH:16]=[CH:15][CH:14]=[CH:13][CH:12]=2)[CH:9]=[CH2:10])[C:5]([OH:17])=[C:4]([N+:18]([O-:20])=[O:19])[CH:3]=1.C(=O)([O-])[O-].[K+].[K+].I[CH2:28][CH2:29][CH3:30]. (2) The reactants are: [F:1][C:2]1[CH:3]=[C:4]([CH:22]=[C:23]([F:26])[C:24]=1[F:25])[O:5][CH2:6][CH2:7][CH2:8][CH2:9][CH2:10][CH2:11][O:12][C:13]1[CH:21]=[CH:20][C:16]([C:17](O)=[O:18])=[CH:15][CH:14]=1.S(Cl)([Cl:29])=O. Given the product [F:1][C:2]1[CH:3]=[C:4]([CH:22]=[C:23]([F:26])[C:24]=1[F:25])[O:5][CH2:6][CH2:7][CH2:8][CH2:9][CH2:10][CH2:11][O:12][C:13]1[CH:21]=[CH:20][C:16]([C:17]([Cl:29])=[O:18])=[CH:15][CH:14]=1, predict the reactants needed to synthesize it. (3) Given the product [CH3:1][O:2][C:3](=[O:12])[C:4]1[CH:9]=[C:8]([O:10][CH2:20][C:18]2[CH:19]=[C:14]([Cl:13])[CH:15]=[C:16]([Cl:22])[CH:17]=2)[CH:7]=[C:6]([Cl:11])[CH:5]=1, predict the reactants needed to synthesize it. The reactants are: [CH3:1][O:2][C:3](=[O:12])[C:4]1[CH:9]=[C:8]([OH:10])[CH:7]=[C:6]([Cl:11])[CH:5]=1.[Cl:13][C:14]1[CH:19]=[C:18]([CH2:20]Cl)[CH:17]=[C:16]([Cl:22])[CH:15]=1.C(=O)([O-])[O-].[Cs+].[Cs+]. (4) The reactants are: [Cl:1][C:2]1[C:11]2[N:10]([CH3:12])[O:9][C@H:8]3[NH:13][C@H:14]([C:16]([O:18][C@@H:19]4[C@:28]5([OH:29])[C@@H:23]([C@H:24]([CH:31]([CH3:34])C=O)[CH2:25][CH2:26][C@H:27]5[CH3:30])[CH:22]=[C:21]([CH3:35])[C@H:20]4[O:36][C:37](=[O:39])[CH3:38])=[O:17])[CH2:15][C@@:7]3([OH:40])[C:6]=2[CH:5]=[CH:4][CH:3]=1.[C:41]([CH:46]=P(C1C=CC=CC=1)(C1C=CC=CC=1)C1C=CC=CC=1)([O:43][CH2:44][CH3:45])=[O:42].[C:66]1(C)C=CC=CC=1. Given the product [Cl:1][C:2]1[C:11]2[N:10]([CH3:12])[O:9][C@H:8]3[NH:13][C@H:14]([C:16]([O:18][C@@H:19]4[C@:28]5([OH:29])[C@@H:23]([C@H:24]([CH:31]([CH3:34])[CH:66]=[CH:46][C:41]([O:43][CH2:44][CH3:45])=[O:42])[CH2:25][CH2:26][C@H:27]5[CH3:30])[CH:22]=[C:21]([CH3:35])[C@H:20]4[O:36][C:37](=[O:39])[CH3:38])=[O:17])[CH2:15][C@@:7]3([OH:40])[C:6]=2[CH:5]=[CH:4][CH:3]=1, predict the reactants needed to synthesize it. (5) The reactants are: [C:1]([O:5][C:6]([N:8]1[CH2:13][CH2:12][CH:11]([C:14](=[O:21])[C:15](=[N+]=[N-])[C:16](=[O:18])[CH3:17])[CH2:10][CH2:9]1)=[O:7])([CH3:4])([CH3:3])[CH3:2].[CH3:22][OH:23]. Given the product [C:1]([O:5][C:6]([N:8]1[CH2:13][CH2:12][CH:11]([C:14](=[O:21])[CH:15]([O:23][CH3:22])[C:16](=[O:18])[CH3:17])[CH2:10][CH2:9]1)=[O:7])([CH3:4])([CH3:3])[CH3:2], predict the reactants needed to synthesize it.